This data is from Catalyst prediction with 721,799 reactions and 888 catalyst types from USPTO. The task is: Predict which catalyst facilitates the given reaction. (1) Reactant: [CH:1]1([NH:6][C:7]2[N:12]=[C:11]([C:13]3[N:17]4[CH:18]=[CH:19][CH:20]=[C:21]([N:22]5[CH2:27][CH2:26][O:25][CH2:24][CH2:23]5)[C:16]4=[N:15][C:14]=3[C:28]3[CH:35]=[CH:34][C:31]([C:32]#[N:33])=[CH:30][CH:29]=3)[CH:10]=[CH:9][N:8]=2)[CH2:5][CH2:4][CH2:3][CH2:2]1.[OH-:36].[NH4+].OO. Product: [CH:1]1([NH:6][C:7]2[N:12]=[C:11]([C:13]3[N:17]4[CH:18]=[CH:19][CH:20]=[C:21]([N:22]5[CH2:27][CH2:26][O:25][CH2:24][CH2:23]5)[C:16]4=[N:15][C:14]=3[C:28]3[CH:29]=[CH:30][C:31]([C:32]([NH2:33])=[O:36])=[CH:34][CH:35]=3)[CH:10]=[CH:9][N:8]=2)[CH2:2][CH2:3][CH2:4][CH2:5]1. The catalyst class is: 111. (2) Reactant: ClC1C=C(C=CC=1)C(OO)=[O:6].[Cl:12][C:13]1[CH:14]=[C:15]([C:20]2[N:29]([CH2:30][C:31]([NH:33][CH:34]([CH3:36])[CH3:35])=[O:32])[C:28](=[O:37])[C:27]3[C:22](=[CH:23][CH:24]=[C:25]([N:38]4[CH2:44][CH2:43][CH2:42][N:41]([CH:45]([CH3:47])[CH3:46])[CH2:40][CH2:39]4)[CH:26]=3)[N:21]=2)[CH:16]=[CH:17][C:18]=1[F:19]. Product: [Cl:12][C:13]1[CH:14]=[C:15]([C:20]2[N:29]([CH2:30][C:31]([NH:33][CH:34]([CH3:35])[CH3:36])=[O:32])[C:28](=[O:37])[C:27]3[C:22](=[CH:23][CH:24]=[C:25]([N:38]4[CH2:44][CH2:43][CH2:42][N+:41]([O-:6])([CH:45]([CH3:47])[CH3:46])[CH2:40][CH2:39]4)[CH:26]=3)[N:21]=2)[CH:16]=[CH:17][C:18]=1[F:19]. The catalyst class is: 2. (3) Reactant: [NH2:1][C:2]1[CH:11]=[CH:10][CH:9]=[CH:8][C:3]=1[C:4]([O:6][CH3:7])=[O:5].FC(F)(F)C(O)=O.[CH3:19][C:20]([CH3:22])=O.C(O[BH-](OC(=O)C)OC(=O)C)(=O)C.C[N+](C)(C)C. Product: [CH:20]([NH:1][C:2]1[CH:11]=[CH:10][CH:9]=[CH:8][C:3]=1[C:4]([O:6][CH3:7])=[O:5])([CH3:22])[CH3:19]. The catalyst class is: 4. (4) Reactant: [CH:1]1[CH:2]=[CH:3][C:4]2[S:14][C:13]3[CH:12]=[CH:11][CH:10]=[CH:9][C:8]=3[N:7]([CH2:15][C:16]34[CH2:23][CH2:22][N:19]([CH2:20][CH2:21]3)[CH2:18][CH2:17]4)[C:5]=2[CH:6]=1.[CH2:24]([OH:100])[C@H:25]1[O:30][C@@H:29]2[O:31][C@H:32]3[C@H:37]([OH:38])[C@@H:36]([OH:39])[C@@H:35]([O:40][C@H:41]4[C@H:46]([OH:47])[C@@H:45]([OH:48])[C@@H:44]([O:49][C@H:50]5[C@H:55]([OH:56])[C@@H:54]([OH:57])[C@@H:53]([O:58][C@H:59]6[C@H:64]([OH:65])[C@@H:63]([OH:66])[C@@H:62]([O:67][C@H:68]7[C@H:73]([OH:74])[C@@H:72]([OH:75])[C@@H:71]([O:76][C@H:77]8[C@H:83]([OH:84])[C@@H:82]([OH:85])[C@@H:80]([O:81][C@H:26]1[C@H:27]([OH:99])[C@H:28]2[OH:98])[O:79][C@@H:78]8[CH2:86][OH:87])[O:70][C@@H:69]7[CH2:88][OH:89])[O:61][C@@H:60]6[CH2:90][OH:91])[O:52][C@@H:51]5[CH2:92][OH:93])[O:43][C@@H:42]4[CH2:94][OH:95])[O:34][C@@H:33]3[CH2:96][OH:97].C(=O)=O. Product: [CH:10]1[CH:11]=[CH:12][C:13]2[S:14][C:4]3[CH:3]=[CH:2][CH:1]=[CH:6][C:5]=3[N:7]([CH2:15][C:16]34[CH2:17][CH2:18][N:19]([CH2:20][CH2:21]3)[CH2:22][CH2:23]4)[C:8]=2[CH:9]=1.[CH2:90]([OH:91])[C@H:60]1[O:61][C@@H:62]2[O:67][C@H:68]3[C@H:73]([OH:74])[C@@H:72]([OH:75])[C@@H:71]([O:76][C@H:77]4[C@H:83]([OH:84])[C@@H:82]([OH:85])[C@@H:80]([O:81][C@H:26]5[C@H:27]([OH:99])[C@@H:28]([OH:98])[C@@H:29]([O:31][C@H:32]6[C@H:37]([OH:38])[C@@H:36]([OH:39])[C@@H:35]([O:40][C@H:41]7[C@H:46]([OH:47])[C@@H:45]([OH:48])[C@@H:44]([O:49][C@H:50]8[C@H:55]([OH:56])[C@@H:54]([OH:57])[C@@H:53]([O:58][C@H:59]1[C@H:64]([OH:65])[C@H:63]2[OH:66])[O:52][C@@H:51]8[CH2:92][OH:93])[O:43][C@@H:42]7[CH2:94][OH:95])[O:34][C@@H:33]6[CH2:96][OH:97])[O:30][C@@H:25]5[CH2:24][OH:100])[O:79][C@@H:78]4[CH2:86][OH:87])[O:70][C@@H:69]3[CH2:88][OH:89]. The catalyst class is: 6. (5) Reactant: [F:1][C:2]1[CH:7]=[C:6]([F:8])[CH:5]=[CH:4][C:3]=1[N:9]=[C:10]=[S:11].[H-].[Na+].[Cl:14][C:15]1[CH:20]=[C:19]([Cl:21])[CH:18]=[CH:17][C:16]=1[CH2:22][C:23](=[O:25])[CH3:24].O. Product: [C:23]([CH:22]([C:16]1[CH:17]=[CH:18][C:19]([Cl:21])=[CH:20][C:15]=1[Cl:14])[C:10](=[S:11])[NH:9][C:3]1[CH:4]=[CH:5][C:6]([F:8])=[CH:7][C:2]=1[F:1])(=[O:25])[CH3:24]. The catalyst class is: 7.